From a dataset of Forward reaction prediction with 1.9M reactions from USPTO patents (1976-2016). Predict the product of the given reaction. (1) Given the reactants [F:1][C:2]1[CH:13]=[CH:12][CH:11]=[CH:10][C:3]=1[O:4][CH2:5][CH2:6][C:7]([OH:9])=[O:8].S(Cl)(Cl)=O.[CH3:18]O, predict the reaction product. The product is: [F:1][C:2]1[CH:13]=[CH:12][CH:11]=[CH:10][C:3]=1[O:4][CH2:5][CH2:6][C:7]([O:9][CH3:18])=[O:8]. (2) Given the reactants CO[C:3]([CH:5]1[CH2:9][C:8](=O)[CH2:7][N:6]1[CH2:11][C:12]1[CH:17]=[CH:16][CH:15]=[CH:14][CH:13]=1)=[O:4].[F:18][C:19]([F:34])([F:33])[C:20]1[CH:21]=[C:22]([CH:26]=[C:27]([C:29]([F:32])([F:31])[F:30])[CH:28]=1)[CH2:23][NH:24][CH3:25].[CH3:35][O:36][C:37]1[CH:42]=[CH:41][CH:40]=[CH:39][C:38]=1[N:43]1[CH2:48][CH2:47][NH:46][CH2:45][CH2:44]1, predict the reaction product. The product is: [CH2:11]([N:6]1[CH2:7][C@@H:8]([N:24]([CH2:23][C:22]2[CH:21]=[C:20]([C:19]([F:33])([F:34])[F:18])[CH:28]=[C:27]([C:29]([F:32])([F:31])[F:30])[CH:26]=2)[CH3:25])[CH2:9][C@H:5]1[C:3]([N:46]1[CH2:45][CH2:44][N:43]([C:38]2[CH:39]=[CH:40][CH:41]=[CH:42][C:37]=2[O:36][CH3:35])[CH2:48][CH2:47]1)=[O:4])[C:12]1[CH:13]=[CH:14][CH:15]=[CH:16][CH:17]=1. (3) Given the reactants [F:1][C:2]1[CH:3]=[C:4]([CH:15]([CH3:20])[C:16]([O:18][CH3:19])=[O:17])[CH:5]=[CH:6][C:7]=1[C:8]1[CH:13]=[CH:12][CH:11]=[C:10]([OH:14])[CH:9]=1.[CH2:21]([N:23]=[C:24]=[O:25])[CH3:22], predict the reaction product. The product is: [CH2:21]([NH:23][C:24]([O:14][C:10]1[CH:9]=[C:8]([C:7]2[CH:6]=[CH:5][C:4]([CH:15]([CH3:20])[C:16]([O:18][CH3:19])=[O:17])=[CH:3][C:2]=2[F:1])[CH:13]=[CH:12][CH:11]=1)=[O:25])[CH3:22]. (4) Given the reactants [N+](C1C=CC(O[C:11](=[O:21])[O:12][CH2:13][C:14]2[O:15][C:16](=[O:20])[O:17][C:18]=2[CH3:19])=CC=1)([O-])=O.C1COCC1.[NH2:27][CH2:28][C:29](=[C:31]1[CH2:36][CH2:35][CH2:34][N:33]([C:37]2[C:46]([O:47][CH3:48])=[C:45]3[C:40]([C:41](=[O:55])[C:42]([C:52]([OH:54])=[O:53])=[CH:43][N:44]3[CH:49]3[CH2:51][CH2:50]3)=[CH:39][C:38]=2[F:56])[CH2:32]1)[F:30].CCN(C(C)C)C(C)C, predict the reaction product. The product is: [CH:49]1([N:44]2[C:45]3[C:40](=[CH:39][C:38]([F:56])=[C:37]([N:33]4[CH2:34][CH2:35][CH2:36][C:31](=[C:29]([F:30])[CH2:28][NH:27][C:11]([O:12][CH2:13][C:14]5[O:15][C:16](=[O:20])[O:17][C:18]=5[CH3:19])=[O:21])[CH2:32]4)[C:46]=3[O:47][CH3:48])[C:41](=[O:55])[C:42]([C:52]([OH:54])=[O:53])=[CH:43]2)[CH2:50][CH2:51]1. (5) Given the reactants [Si:1]([O:8][CH2:9][C:10]1[N:15]=[CH:14][C:13]2[N:16]([C:19]3[S:23][C:22]([C:24]([O:26][CH3:27])=[O:25])=[C:21]([OH:28])[CH:20]=3)[CH:17]=[N:18][C:12]=2[CH:11]=1)([C:4]([CH3:7])([CH3:6])[CH3:5])([CH3:3])[CH3:2].[F:29][C:30]([F:41])([F:40])[C:31]1[CH:36]=[CH:35][CH:34]=[CH:33][C:32]=1[CH:37](O)[CH3:38].C1(P(C2C=CC=CC=2)C2C=CC=CC=2)C=CC=CC=1.N(C(OC(C)(C)C)=O)=NC(OC(C)(C)C)=O, predict the reaction product. The product is: [Si:1]([O:8][CH2:9][C:10]1[N:15]=[CH:14][C:13]2[N:16]([C:19]3[S:23][C:22]([C:24]([O:26][CH3:27])=[O:25])=[C:21]([O:28][CH:37]([C:32]4[CH:33]=[CH:34][CH:35]=[CH:36][C:31]=4[C:30]([F:29])([F:40])[F:41])[CH3:38])[CH:20]=3)[CH:17]=[N:18][C:12]=2[CH:11]=1)([C:4]([CH3:5])([CH3:6])[CH3:7])([CH3:2])[CH3:3].